Predict the reactants needed to synthesize the given product. From a dataset of Full USPTO retrosynthesis dataset with 1.9M reactions from patents (1976-2016). (1) Given the product [C@H:11]12[CH2:12][C@H:13]1[CH2:14][NH:9][C@@H:10]2[CH2:15][NH:16][C:17](=[O:22])[C:18]([F:19])([F:21])[F:20], predict the reactants needed to synthesize it. The reactants are: Cl.C(OC([N:9]1[CH2:14][C@H:13]2[C@H:11]([CH2:12]2)[C@H:10]1[CH2:15][NH:16][C:17](=[O:22])[C:18]([F:21])([F:20])[F:19])=O)(C)(C)C. (2) Given the product [C:1]([O:5][C:6]([N:8]1[CH2:9][CH2:10][CH:11]([C:14]2([C:19]([OH:21])=[O:20])[CH2:18][CH2:17][CH2:16][CH2:15]2)[CH2:12][CH2:13]1)=[O:7])([CH3:4])([CH3:2])[CH3:3], predict the reactants needed to synthesize it. The reactants are: [C:1]([O:5][C:6]([N:8]1[CH2:13][CH2:12][CH:11]([C:14]2([C:19]([O:21]CC)=[O:20])[CH2:18][CH2:17][CH2:16][CH2:15]2)[CH2:10][CH2:9]1)=[O:7])([CH3:4])([CH3:3])[CH3:2].[OH-].[Na+].Cl. (3) Given the product [CH3:27][C:13]1[C:14]([CH3:26])=[C:15]([NH:20][CH2:21][CH2:22][CH2:23][CH2:24][OH:25])[C:16]([N+:17]([O-:19])=[O:18])=[C:11]([O:9][C:3]2[CH:8]=[CH:7][CH:6]=[CH:5][CH:4]=2)[N:12]=1, predict the reactants needed to synthesize it. The reactants are: [H-].[Na+].[C:3]1([OH:9])[CH:8]=[CH:7][CH:6]=[CH:5][CH:4]=1.Cl[C:11]1[C:16]([N+:17]([O-:19])=[O:18])=[C:15]([NH:20][CH2:21][CH2:22][CH2:23][CH2:24][OH:25])[C:14]([CH3:26])=[C:13]([CH3:27])[N:12]=1. (4) Given the product [N:11]1[CH:12]=[CH:13][CH:14]=[C:9]([N:8]2[CH2:2][CH2:3][NH:4][CH2:5][C:6]2=[O:7])[CH:10]=1, predict the reactants needed to synthesize it. The reactants are: O[CH2:2][CH2:3][NH:4][CH2:5][C:6]([NH:8][C:9]1[CH:10]=[N:11][CH:12]=[CH:13][CH:14]=1)=[O:7].C(P(CCCC)CCCC)CCC.Cl.C(N(CC)CC)C. (5) The reactants are: [CH2:1]([S:3](Cl)(=[O:5])=[O:4])[CH3:2].[C:7]1([C:13]2[O:17][C:16]([C:18]3[C:19]([NH2:30])=[N:20][CH:21]=[C:22]([N:24]4[CH2:29][CH2:28][NH:27][CH2:26][CH2:25]4)[N:23]=3)=[N:15][N:14]=2)[CH:12]=[CH:11][CH:10]=[CH:9][CH:8]=1.C(N(CC)CC)C. Given the product [CH2:1]([S:3]([N:27]1[CH2:28][CH2:29][N:24]([C:22]2[N:23]=[C:18]([C:16]3[O:17][C:13]([C:7]4[CH:12]=[CH:11][CH:10]=[CH:9][CH:8]=4)=[N:14][N:15]=3)[C:19]([NH2:30])=[N:20][CH:21]=2)[CH2:25][CH2:26]1)(=[O:5])=[O:4])[CH3:2], predict the reactants needed to synthesize it. (6) Given the product [Cl:1][C:2]1[CH:3]=[C:4]([CH:15]=[CH:16][C:17]=1[F:18])[O:5][C:6]1[CH:11]=[CH:10][C:9]([CH2:12][O:13][C:20]2[CH:30]=[C:24]3[N:25]([CH3:29])[CH2:26][CH2:27][CH2:28][N:23]3[C:22](=[O:31])[N:21]=2)=[CH:8][C:7]=1[F:14], predict the reactants needed to synthesize it. The reactants are: [Cl:1][C:2]1[CH:3]=[C:4]([CH:15]=[CH:16][C:17]=1[F:18])[O:5][C:6]1[CH:11]=[CH:10][C:9]([CH2:12][OH:13])=[CH:8][C:7]=1[F:14].Cl[C:20]1[CH:30]=[C:24]2[N:25]([CH3:29])[CH2:26][CH2:27][CH2:28][N:23]2[C:22](=[O:31])[N:21]=1.